Dataset: Full USPTO retrosynthesis dataset with 1.9M reactions from patents (1976-2016). Task: Predict the reactants needed to synthesize the given product. (1) Given the product [NH:41]([C:38]([C:34]1[S:35][CH:36]=[CH:37][C:33]=1[NH:32][C:30](=[O:31])[O:29][C:25]([CH3:26])([CH3:27])[CH3:28])=[O:40])[C:42]1[CH:47]=[CH:46][CH:45]=[CH:44][CH:43]=1, predict the reactants needed to synthesize it. The reactants are: F[P-](F)(F)(F)(F)F.C[N+](C)=C(N(C)C)ON1C2N=CC=CC=2N=N1.[C:25]([O:29][C:30]([NH:32][C:33]1[CH:37]=[CH:36][S:35][C:34]=1[C:38]([OH:40])=O)=[O:31])([CH3:28])([CH3:27])[CH3:26].[NH2:41][C:42]1[CH:47]=[CH:46][CH:45]=[CH:44][CH:43]=1.C(N(CC)C(C)C)(C)C. (2) Given the product [F:21][C:20]([F:22])([F:23])[CH2:19][O:18][C:13]1[CH:14]=[CH:15][CH:16]=[C:17]2[C:12]=1[CH2:11][CH2:10][CH2:9][C@H:8]2[NH2:7], predict the reactants needed to synthesize it. The reactants are: CC([S@]([NH:7][C@H:8]1[C:17]2[C:12](=[C:13]([O:18][CH2:19][C:20]([F:23])([F:22])[F:21])[CH:14]=[CH:15][CH:16]=2)[CH2:11][CH2:10][CH2:9]1)=O)(C)C. (3) Given the product [C:20]([O:24][C:25]([O:27][N:28]([CH2:69][CH2:68][CH2:67][CH2:66][N:54]1[C:55]2[C:64]3[CH:63]=[CH:62][CH:61]=[CH:60][C:59]=3[N:58]=[CH:57][C:56]=2[N:65]=[C:53]1[CH2:50][CH2:51][CH3:52])[C:29](=[O:35])[C:19]([CH3:18])([CH3:14])[CH3:38])=[O:26])([CH3:21])([CH3:22])[CH3:23], predict the reactants needed to synthesize it. The reactants are: C1(P([C:14]2[CH:19]=[CH:18]C=CC=2)C2C=CC=CC=2)C=CC=CC=1.[C:20]([O:24][C:25]([O:27][NH:28][C:29](=[O:35])OC(C)(C)C)=[O:26])([CH3:23])([CH3:22])[CH3:21].N(C(OC(C)C)=O)=N[C:38](OC(C)C)=O.[CH2:50]([C:53]1[N:54]([CH2:66][CH2:67][CH2:68][CH2:69]O)[C:55]2[C:64]3[CH:63]=[CH:62][CH:61]=[CH:60][C:59]=3[N:58]=[CH:57][C:56]=2[N:65]=1)[CH2:51][CH3:52]. (4) The reactants are: Br[C:2]1[CH:3]=[C:4]([NH:10][C:11]2[CH:19]=[C:14]3[CH2:15][NH:16][CH2:17][CH2:18][N:13]3[N:12]=2)[C:5](=[O:9])[N:6]([CH3:8])[CH:7]=1.[C:20]([O:23][CH2:24][C:25]1[C:30](B2OC(C)(C)C(C)(C)O2)=[CH:29][CH:28]=[CH:27][C:26]=1[N:40]1[CH2:52][CH2:51][N:43]2[C:44]3[CH2:45][CH2:46][CH2:47][CH2:48][C:49]=3[CH:50]=[C:42]2[C:41]1=[O:53])(=[O:22])[CH3:21].COCCOC.C(=O)([O-])[O-].[Na+].[Na+]. Given the product [C:20]([O:23][CH2:24][C:25]1[C:26]([N:40]2[CH2:52][CH2:51][N:43]3[C:44]4[CH2:45][CH2:46][CH2:47][CH2:48][C:49]=4[CH:50]=[C:42]3[C:41]2=[O:53])=[CH:27][CH:28]=[CH:29][C:30]=1[C:2]1[CH:3]=[C:4]([NH:10][C:11]2[CH:19]=[C:14]3[CH2:15][NH:16][CH2:17][CH2:18][N:13]3[N:12]=2)[C:5](=[O:9])[N:6]([CH3:8])[CH:7]=1)(=[O:22])[CH3:21], predict the reactants needed to synthesize it. (5) Given the product [Br:24][C:25]1[CH:33]=[CH:32][C:28]([C:29]([O:23][C@@:9]2([C:14]#[C:15][C:16]3[CH:17]=[C:18]([CH3:22])[CH:19]=[CH:20][CH:21]=3)[CH2:10][CH2:11][CH2:12][C@@H:13]3[C@H:8]2[CH2:7][CH2:6][N:5]3[C:3]([O:2][CH3:1])=[O:4])=[O:30])=[CH:27][CH:26]=1, predict the reactants needed to synthesize it. The reactants are: [CH3:1][O:2][C:3]([N:5]1[C@@H:13]2[C@@H:8]([C@@:9]([OH:23])([C:14]#[C:15][C:16]3[CH:17]=[C:18]([CH3:22])[CH:19]=[CH:20][CH:21]=3)[CH2:10][CH2:11][CH2:12]2)[CH2:7][CH2:6]1)=[O:4].[Br:24][C:25]1[CH:33]=[CH:32][C:28]([C:29](O)=[O:30])=[CH:27][CH:26]=1. (6) Given the product [CH:10]1([CH2:9][N:6]2[C:7](=[O:8])[C:2]([C:21]3[CH:22]=[CH:23][C:18]([F:17])=[CH:19][C:20]=3[CH3:27])=[N:3][C:4]3[CH:16]=[CH:15][CH:14]=[N:13][C:5]2=3)[CH2:12][CH2:11]1, predict the reactants needed to synthesize it. The reactants are: Br[C:2]1[C:7](=[O:8])[N:6]([CH2:9][CH:10]2[CH2:12][CH2:11]2)[C:5]2[N:13]=[CH:14][CH:15]=[CH:16][C:4]=2[N:3]=1.[F:17][C:18]1[CH:23]=[CH:22][C:21](B(O)O)=[C:20]([CH3:27])[CH:19]=1.C(=O)([O-])[O-].[Na+].[Na+].C([O-])(=O)C. (7) Given the product [CH3:14][C:15]1[N:16]=[C:17]([N:25]2[CH2:30][CH2:29][CH:28]([C:31]3[CH:32]=[CH:33][CH:34]=[CH:35][CH:36]=3)[CH2:27][CH2:26]2)[C:18]([N+:22]([O-:24])=[O:23])=[C:19]([O:6][CH2:7][C:8]([F:11])([F:10])[F:9])[N:20]=1, predict the reactants needed to synthesize it. The reactants are: FC(F)(F)S([O:6][CH2:7][C:8]([F:11])([F:10])[F:9])(=O)=O.[CH3:14][C:15]1[NH:20][C:19](=O)[C:18]([N+:22]([O-:24])=[O:23])=[C:17]([N:25]2[CH2:30][CH2:29][CH:28]([C:31]3[CH:36]=[CH:35][CH:34]=[CH:33][CH:32]=3)[CH2:27][CH2:26]2)[N:16]=1.C(=O)([O-])[O-].[Na+].[Na+].C(=O)([O-])[O-].[K+].[K+]. (8) Given the product [NH2:18][C:19]1[CH:20]=[C:21]([CH:22]=[CH:23][C:24]=1[CH3:25])[O:26][C:13]1[CH:14]=[CH:15][C:10]2[N:11]([CH:17]=[C:8]([NH:7][C:5](=[O:6])[CH2:4][CH:1]3[CH2:3][CH2:2]3)[N:9]=2)[N:12]=1, predict the reactants needed to synthesize it. The reactants are: [CH:1]1([CH2:4][C:5]([NH:7][C:8]2[N:9]=[C:10]3[CH:15]=[CH:14][C:13](I)=[N:12][N:11]3[CH:17]=2)=[O:6])[CH2:3][CH2:2]1.[NH2:18][C:19]1[CH:20]=[C:21]([OH:26])[CH:22]=[CH:23][C:24]=1[CH3:25].C(=O)([O-])[O-].[K+].[K+]. (9) Given the product [C:1]([C:5]1[N:9]([CH2:10][CH:11]2[CH2:16][CH2:15][C:14]([F:18])([F:17])[CH2:13][CH2:12]2)[C:8]2[CH:19]=[CH:20][C:21]([S:23]([N:35]3[CH2:36][CH2:37][O:38][CH:33]([C:31]([NH:30][CH:27]4[CH2:28][CH2:29]4)=[O:32])[CH2:34]3)(=[O:25])=[O:24])=[CH:22][C:7]=2[N:6]=1)([CH3:4])([CH3:3])[CH3:2], predict the reactants needed to synthesize it. The reactants are: [C:1]([C:5]1[N:9]([CH2:10][CH:11]2[CH2:16][CH2:15][C:14]([F:18])([F:17])[CH2:13][CH2:12]2)[C:8]2[CH:19]=[CH:20][C:21]([S:23](Cl)(=[O:25])=[O:24])=[CH:22][C:7]=2[N:6]=1)([CH3:4])([CH3:3])[CH3:2].[CH:27]1([NH:30][C:31]([CH:33]2[O:38][CH2:37][CH2:36][NH:35][CH2:34]2)=[O:32])[CH2:29][CH2:28]1.CCN(C(C)C)C(C)C.